This data is from Reaction yield outcomes from USPTO patents with 853,638 reactions. The task is: Predict the reaction yield, written as a fraction of the theoretical maximum amount of product (1.0 means a 100% yield; for example, 0.34 means a 34% yield). (1) The reactants are [F:1][C:2]1[N:7]=[C:6]([CH:8]([CH3:14])[C:9]([O:11]CC)=[O:10])[CH:5]=[CH:4][CH:3]=1.[ClH:15]. No catalyst specified. The product is [ClH:15].[F:1][C:2]1[N:7]=[C:6]([CH:8]([CH3:14])[C:9]([OH:11])=[O:10])[CH:5]=[CH:4][CH:3]=1. The yield is 0.959. (2) The yield is 0.260. The product is [C:1]([CH:3]1[CH2:4][CH2:5][N:6]([C:9]([C@H:11]([NH:16][C:17]([C:19]2[C:27]3[C:22](=[N:23][CH:24]=[C:25]([C:28]4[S:32][C:31]([Cl:33])=[N:30][CH:29]=4)[N:26]=3)[NH:21][CH:20]=2)=[O:18])[C:12]([CH3:15])([CH3:14])[CH3:13])=[O:10])[CH2:7][CH2:8]1)#[N:2]. The reactants are [C:1]([CH:3]1[CH2:8][CH2:7][N:6]([C:9]([C@H:11]([NH:16][C:17]([C:19]2[C:27]3[C:22](=[N:23][CH:24]=[C:25]([C:28]4[S:32][C:31]([Cl:33])=[N:30][CH:29]=4)[N:26]=3)[N:21](COCC[Si](C)(C)C)[CH:20]=2)=[O:18])[C:12]([CH3:15])([CH3:14])[CH3:13])=[O:10])[CH2:5][CH2:4]1)#[N:2].FC(F)(F)C(O)=O.C([O-])(=O)C.[Na+].O. The catalyst is ClCCl.C(OCC)(=O)C. (3) The reactants are [OH:1][C@@:2]1([CH2:21]O)[CH2:7][CH2:6][CH2:5][C@@:4]([CH2:9][N:10]2[C:14]3[CH:15]=[C:16]([C:19]#[N:20])[CH:17]=[CH:18][C:13]=3[N:12]=[CH:11]2)([CH3:8])[CH2:3]1.C(Cl)Cl.C(N(CC)CC)C.C([O-])([O-])=O.[K+].[K+]. The catalyst is CN(C1C=CN=CC=1)C.C([O-])(O)=O.[Na+]. The product is [CH3:8][C@:4]1([CH2:9][N:10]2[C:14]3[CH:15]=[C:16]([C:19]#[N:20])[CH:17]=[CH:18][C:13]=3[N:12]=[CH:11]2)[CH2:5][CH2:6][CH2:7][C@:2]2([O:1][CH2:21]2)[CH2:3]1. The yield is 0.950. (4) The reactants are [CH3:1][C:2]1[C:3]([C:15]2[CH:20]=[CH:19][C:18]([O:21][CH3:22])=[CH:17][CH:16]=2)=[C:4]([OH:14])[C:5]2[C:10]([CH:11]=1)=[CH:9][C:8]([O:12][CH3:13])=[CH:7][CH:6]=2.[H-].[Na+].F[C:26]1[CH:33]=[CH:32][C:29]([CH:30]=[O:31])=[CH:28][CH:27]=1. The catalyst is CN(C=O)C. The product is [CH3:1][C:2]1[C:3]([C:15]2[CH:20]=[CH:19][C:18]([O:21][CH3:22])=[CH:17][CH:16]=2)=[C:4]([O:14][C:26]2[CH:33]=[CH:32][C:29]([CH:30]=[O:31])=[CH:28][CH:27]=2)[C:5]2[C:10]([CH:11]=1)=[CH:9][C:8]([O:12][CH3:13])=[CH:7][CH:6]=2. The yield is 0.810. (5) The reactants are [CH3:1][NH:2][C:3]1[CH:8]=[CH:7][CH:6]=[C:5]([NH2:9])[N:4]=1.Cl[C:11]1[CH:16]=[C:15]([Cl:17])[N:14]=[CH:13][N:12]=1.CCN(C(C)C)C(C)C. The catalyst is C(O)CCC. The product is [Cl:17][C:15]1[N:14]=[CH:13][N:12]=[C:11]([NH:9][C:5]2[CH:6]=[CH:7][CH:8]=[C:3]([NH:2][CH3:1])[N:4]=2)[CH:16]=1. The yield is 0.330. (6) The catalyst is C(O)C. The yield is 0.930. The product is [Cl:1][C:2]1[C:9]([O:10][CH3:11])=[CH:8][CH:7]=[C:6]([Cl:12])[C:3]=1[CH2:4][OH:5]. The reactants are [Cl:1][C:2]1[C:9]([O:10][CH3:11])=[CH:8][CH:7]=[C:6]([Cl:12])[C:3]=1[CH:4]=[O:5].[BH4-].[Na+]. (7) The reactants are Br[C:2]1[CH:3]=[CH:4][C:5]2[N:6]([C:8]([C:11]3[CH:16]=[CH:15][CH:14]=[CH:13][C:12]=3[O:17][CH3:18])=[N:9][N:10]=2)[CH:7]=1.[CH3:19][C:20]1[CH:25]=[CH:24][C:23](B(O)O)=[CH:22][CH:21]=1.C([O-])([O-])=O.[Cs+].[Cs+]. The catalyst is C1(C)C=CC=CC=1.O.C1C=CC([P]([Pd]([P](C2C=CC=CC=2)(C2C=CC=CC=2)C2C=CC=CC=2)([P](C2C=CC=CC=2)(C2C=CC=CC=2)C2C=CC=CC=2)[P](C2C=CC=CC=2)(C2C=CC=CC=2)C2C=CC=CC=2)(C2C=CC=CC=2)C2C=CC=CC=2)=CC=1. The product is [CH3:18][O:17][C:12]1[CH:13]=[CH:14][CH:15]=[CH:16][C:11]=1[C:8]1[N:6]2[CH:7]=[C:2]([C:23]3[CH:24]=[CH:25][C:20]([CH3:19])=[CH:21][CH:22]=3)[CH:3]=[CH:4][C:5]2=[N:10][N:9]=1. The yield is 0.506. (8) The reactants are [OH:1][C:2]1[C:7]([C:8]#[N:9])=[CH:6][C:5]2[C:10]3([CH2:29][O:30][C:4]=2[CH:3]=1)[C:18]1[C:13](=[CH:14][CH:15]=[CH:16][CH:17]=1)[N:12]([CH2:19][C:20]1[CH:25]=[CH:24][C:23]([O:26][CH3:27])=[CH:22][CH:21]=1)[C:11]3=[O:28].Cl.[NH2:32][OH:33].C(N(CC)CC)C. The catalyst is C(O)C. The product is [OH:33][N:32]=[C:8]([C:7]1[C:2]([OH:1])=[CH:3][C:4]2[O:30][CH2:29][C:10]3([C:18]4[C:13](=[CH:14][CH:15]=[CH:16][CH:17]=4)[N:12]([CH2:19][C:20]4[CH:25]=[CH:24][C:23]([O:26][CH3:27])=[CH:22][CH:21]=4)[C:11]3=[O:28])[C:5]=2[CH:6]=1)[NH2:9]. The yield is 0.990. (9) The reactants are [CH2:1]([O:3][C:4]1[C:9]([N+:10]([O-])=O)=[CH:8][CH:7]=[CH:6][N:5]=1)[CH3:2]. The catalyst is CCOC(C)=O.CCO.[Pd]. The product is [CH2:1]([O:3][C:4]1[C:9]([NH2:10])=[CH:8][CH:7]=[CH:6][N:5]=1)[CH3:2]. The yield is 0.950. (10) The reactants are [C:1]([O:5][C:6]([N:8]1[CH2:13][CH2:12][CH:11]([C:14](=O)[C:15]2[CH:20]=[CH:19][CH:18]=[C:17]([O:21][CH3:22])[C:16]=2[F:23])[CH2:10][CH2:9]1)=[O:7])([CH3:4])([CH3:3])[CH3:2].Cl.[NH2:26][OH:27].N1C=CC=CC=1. The catalyst is O. The product is [C:1]([O:5][C:6]([N:8]1[CH2:13][CH2:12][CH:11]([C:14]([C:15]2[CH:20]=[CH:19][CH:18]=[C:17]([O:21][CH3:22])[C:16]=2[F:23])=[N:26][OH:27])[CH2:10][CH2:9]1)=[O:7])([CH3:4])([CH3:3])[CH3:2]. The yield is 0.960.